From a dataset of Blood-brain barrier penetration binary classification data from Martins et al.. Regression/Classification. Given a drug SMILES string, predict its absorption, distribution, metabolism, or excretion properties. Task type varies by dataset: regression for continuous measurements (e.g., permeability, clearance, half-life) or binary classification for categorical outcomes (e.g., BBB penetration, CYP inhibition). Dataset: bbb_martins. (1) The drug is C[C@H]1C[C@H]2[C@@H]3CCC4=CC(=O)C=C[C@]4(C)[C@@]3(F)[C@@H](O)C[C@]2(C)[C@@]1(OC(=O)c1ccccc1)C(=O)CO. The result is 1 (penetrates BBB). (2) The molecule is O=c1ccn(C2OC(CO)C(O)C2O)c(=O)[nH]1. The result is 1 (penetrates BBB). (3) The compound is CC[C@@H](CO)NCCN[C@@H](CC)CO. The result is 0 (does not penetrate BBB). (4) The drug is Cc1cccc2c1Oc1ccccc1[C@@]1(O)CCN(C)C[C@@H]21. The result is 1 (penetrates BBB). (5) The result is 1 (penetrates BBB). The drug is Nc1cc(OCC2CC2)c(C(=O)NC2CN3CCC2CC3)cc1Cl. (6) The molecule is C/C=C\C1O[C@]2(C(=O)COC(=O)c3ccncc3)CC[C@@]3(O1)[C@@H]1CCC4=CC(=O)CC[C@]4(C)[C@H]1[C@@H](O)C[C@]23C. The result is 1 (penetrates BBB). (7) The compound is COc1cccc2c1C(=O)c1c(O)c3c(c(O)c1C2=O)C[C@@](O)(C(=O)CO)C[C@@H]3O[C@H]1C[C@H](N)[C@H](O)[C@H](C)O1. The result is 0 (does not penetrate BBB).